Dataset: Human liver microsome stability data. Task: Regression/Classification. Given a drug SMILES string, predict its absorption, distribution, metabolism, or excretion properties. Task type varies by dataset: regression for continuous measurements (e.g., permeability, clearance, half-life) or binary classification for categorical outcomes (e.g., BBB penetration, CYP inhibition). Dataset: hlm. (1) The compound is C[C@@H]1CN(c2ccc(F)cc2C(F)(F)F)CCN1S(=O)(=O)c1ccc(N2CCN(C)CC2)cc1Cl. The result is 0 (unstable in human liver microsomes). (2) The compound is O=C(N[C@@H](Cc1c[nH]c2ccc(O)cc12)C(=O)Nc1ccncc1)C1CCCCC1. The result is 0 (unstable in human liver microsomes). (3) The drug is O=C1CN(S(=O)(=O)c2ccc(Cl)c(Cl)c2)CCN1c1ncccc1C(F)(F)F. The result is 1 (stable in human liver microsomes). (4) The drug is CS(=O)(=O)Nc1ccc2c(c1)S(=O)(=O)NC(C1=C(O)C3CC=CCC3N(Cc3ccc(F)cc3)C1=O)=N2. The result is 0 (unstable in human liver microsomes). (5) The molecule is COc1cc(Cl)cc2nc3cc(Oc4ccc(OC(F)(F)F)cc4)ccc3c(O)c12. The result is 0 (unstable in human liver microsomes). (6) The compound is COc1ccc(-c2cc(-c3ccc(C(F)(F)F)cc3)cnc2N)cn1. The result is 0 (unstable in human liver microsomes). (7) The compound is CN(C)c1ccc(C(=O)N2CCC(NS(=O)(=O)c3cc(S(=O)(=O)c4ccccc4)ccc3C(F)(F)F)CC2)cn1. The result is 1 (stable in human liver microsomes). (8) The compound is CSc1nncc(-c2cnnc(SCCCO)n2)n1. The result is 1 (stable in human liver microsomes).